This data is from Full USPTO retrosynthesis dataset with 1.9M reactions from patents (1976-2016). The task is: Predict the reactants needed to synthesize the given product. (1) Given the product [C:53]([O:57][C:58]([NH:60][C:61]1([C:66]([NH:39][C:40]2[CH:41]=[CH:42][C:43](/[CH:46]=[CH:47]/[C:48]([O:50][CH2:51][CH3:52])=[O:49])=[CH:44][CH:45]=2)=[O:67])[CH2:65][CH2:64][CH2:63][CH2:62]1)=[O:59])([CH3:56])([CH3:55])[CH3:54], predict the reactants needed to synthesize it. The reactants are: NC1(C(NC2C=CC(C=CC([O-])=O)=CC=2)=O)CCCC1.CCOC1N(C(OCC)=O)C2C(=CC=CC=2)C=C1.[NH2:39][C:40]1[CH:45]=[CH:44][C:43](/[CH:46]=[CH:47]/[C:48]([O:50][CH2:51][CH3:52])=[O:49])=[CH:42][CH:41]=1.[C:53]([O:57][C:58]([NH:60][C:61]1([C:66](O)=[O:67])[CH2:65][CH2:64][CH2:63][CH2:62]1)=[O:59])([CH3:56])([CH3:55])[CH3:54]. (2) Given the product [NH2:20][C:9]1[N:8]2[N:29]=[C:30]([CH2:31][OH:24])[N:6]=[C:7]2[C:16]2[CH:15]=[CH:14][CH:13]=[C:12]([CH2:17][O:18][CH3:19])[C:11]=2[N:10]=1, predict the reactants needed to synthesize it. The reactants are: OCC(N[NH:6][C:7]1[C:16]2[C:11](=[C:12]([CH2:17][O:18][CH3:19])[CH:13]=[CH:14][CH:15]=2)[N:10]=[C:9]([NH:20]C(=O)C)[N:8]=1)=O.[OH-:24].[Na+].Cl.C[Si](C)(C)[N:29]=[C:30](O[Si](C)(C)C)[CH3:31].